This data is from CYP2D6 inhibition data for predicting drug metabolism from PubChem BioAssay. The task is: Regression/Classification. Given a drug SMILES string, predict its absorption, distribution, metabolism, or excretion properties. Task type varies by dataset: regression for continuous measurements (e.g., permeability, clearance, half-life) or binary classification for categorical outcomes (e.g., BBB penetration, CYP inhibition). Dataset: cyp2d6_veith. (1) The compound is CN1CCC(=C2c3ccccc3CCc3sccc32)CC1.O=C(O)C[C@@H](O)C(=O)O. The result is 1 (inhibitor). (2) The compound is CCc1cccc2c(C=C(C#N)C#N)cn(CC(=O)N3CCCCCC3)c12. The result is 0 (non-inhibitor). (3) The compound is N[C@H]1CCN(O)C1=O. The result is 0 (non-inhibitor). (4) The compound is O=C(Nc1cccn(Cc2ccc(F)cc2)c1=O)NC1CCCCC1. The result is 0 (non-inhibitor). (5) The result is 0 (non-inhibitor). The compound is Cc1cc(/C=N\NC(=O)c2cccs2)c(C)n1-c1ccc2ncccc2c1. (6) The compound is Cc1nc(N=Nc2cc(S(=O)(=O)[O-])ccc2S(=O)(=O)[O-])c(COP(=O)([O-])[O-])c(C=O)c1O. The result is 0 (non-inhibitor).